This data is from Catalyst prediction with 721,799 reactions and 888 catalyst types from USPTO. The task is: Predict which catalyst facilitates the given reaction. Reactant: [OH:1][C@@H:2]([CH:4]1[CH2:9][CH2:8][N:7]([C:10]([O:12][CH:13]([CH3:15])[CH3:14])=[O:11])[CH2:6][CH2:5]1)[CH3:3].[CH3:16][S:17](Cl)(=[O:19])=[O:18].CCN(CC)CC. Product: [CH3:16][S:17]([O:1][C@@H:2]([CH:4]1[CH2:5][CH2:6][N:7]([C:10]([O:12][CH:13]([CH3:15])[CH3:14])=[O:11])[CH2:8][CH2:9]1)[CH3:3])(=[O:19])=[O:18]. The catalyst class is: 2.